The task is: Predict which catalyst facilitates the given reaction.. This data is from Catalyst prediction with 721,799 reactions and 888 catalyst types from USPTO. (1) Reactant: CC(N(C)C)=O.[Cl:7][CH2:8][C@@H:9]1[C:17]2[C:16]3[CH:18]=[CH:19][CH:20]=[CH:21][C:15]=3[C:14]([N:22]=[C:23]([C:30]3[CH:35]=[CH:34][CH:33]=[CH:32][CH:31]=3)[C:24]3[CH:29]=[CH:28][CH:27]=[CH:26][CH:25]=3)=[CH:13][C:12]=2[NH:11][CH2:10]1.[Cl:36][CH2:37][C@@H:38]1[C:46]2[C:45]3[CH:47]=[CH:48][CH:49]=[CH:50][C:44]=3[C:43]([OH:51])=[CH:42][C:41]=2[N:40]([C:52](=[O:59])[CH2:53][CH2:54][CH2:55][C:56](O)=[O:57])[CH2:39]1.CCN=C=NCCCN(C)C.Cl. Product: [Cl:7][CH2:8][C@@H:9]1[C:17]2[C:16]3[CH:18]=[CH:19][CH:20]=[CH:21][C:15]=3[C:14]([N:22]=[C:23]([C:24]3[CH:25]=[CH:26][CH:27]=[CH:28][CH:29]=3)[C:30]3[CH:35]=[CH:34][CH:33]=[CH:32][CH:31]=3)=[CH:13][C:12]=2[N:11]([C:56](=[O:57])[CH2:55][CH2:54][CH2:53][C:52]([N:40]2[C:41]3[CH:42]=[C:43]([OH:51])[C:44]4[CH:50]=[CH:49][CH:48]=[CH:47][C:45]=4[C:46]=3[C@@H:38]([CH2:37][Cl:36])[CH2:39]2)=[O:59])[CH2:10]1. The catalyst class is: 6. (2) Reactant: C(OC([N:8]1[CH2:11][C:10]2([C:15](=[N:16][O:17][CH3:18])[CH2:14][N:13]([C:19]3[C:28]([F:29])=[C:27]4[C:22]([C:23](=[O:36])[C:24]([C:33]([OH:35])=[O:34])=[CH:25][N:26]4[CH:30]4[CH2:32][CH2:31]4)=[CH:21][C:20]=3[F:37])[CH2:12]2)[CH2:9]1)=O)(C)(C)C.FC(F)(F)C(O)=O.C(OCC)C. Product: [CH:30]1([N:26]2[C:27]3[C:22](=[CH:21][C:20]([F:37])=[C:19]([N:13]4[CH2:14][C:15](=[N:16][O:17][CH3:18])[C:10]5([CH2:11][NH:8][CH2:9]5)[CH2:12]4)[C:28]=3[F:29])[C:23](=[O:36])[C:24]([C:33]([OH:35])=[O:34])=[CH:25]2)[CH2:31][CH2:32]1. The catalyst class is: 4. (3) Reactant: [F:1][C:2]1[CH:7]=[CH:6][C:5]([C:8]2[O:9][C:10]3[CH:20]=[CH:19][C:18]([C:21]4[CH:22]=[C:23]([CH:28]=[CH:29][C:30]=4[CH3:31])[C:24]([O:26]C)=[O:25])=[CH:17][C:11]=3[C:12]=2[C:13](=[O:16])[NH:14][CH3:15])=[CH:4][CH:3]=1.[OH-].[Na+]. Product: [F:1][C:2]1[CH:7]=[CH:6][C:5]([C:8]2[O:9][C:10]3[CH:20]=[CH:19][C:18]([C:21]4[CH:22]=[C:23]([CH:28]=[CH:29][C:30]=4[CH3:31])[C:24]([OH:26])=[O:25])=[CH:17][C:11]=3[C:12]=2[C:13](=[O:16])[NH:14][CH3:15])=[CH:4][CH:3]=1. The catalyst class is: 92. (4) Reactant: Br[C:2]1[CH:3]=[C:4]2[C:9](=[N:10][CH:11]=1)[NH:8][C:7](=[O:12])[CH:6]([C:13]([O:15][CH3:16])=[O:14])[CH2:5]2.C(#N)CC.CCN(C(C)C)C(C)C.[C:30]([O:34][C:35]([CH3:38])([CH3:37])[CH3:36])(=[O:33])[CH:31]=[CH2:32].C1(C)C=CC=CC=1P(C1C=CC=CC=1C)C1C=CC=CC=1C. Product: [C:35]([O:34][C:30](=[O:33])/[CH:31]=[CH:32]/[C:2]1[CH:3]=[C:4]2[C:9](=[N:10][CH:11]=1)[NH:8][C:7](=[O:12])[CH:6]([C:13]([O:15][CH3:16])=[O:14])[CH2:5]2)([CH3:38])([CH3:37])[CH3:36]. The catalyst class is: 274. (5) Reactant: [Cl:1][C:2]1[CH:7]=[CH:6][C:5](F)=[C:4]([N+:9]([O-:11])=[O:10])[CH:3]=1.Cl.[NH2:13][CH2:14][CH2:15][C:16]([O:18][CH2:19][CH3:20])=[O:17].C(N(C(C)C)C(C)C)C. Product: [Cl:1][C:2]1[CH:7]=[CH:6][C:5]([NH:13][CH2:14][CH2:15][C:16]([O:18][CH2:19][CH3:20])=[O:17])=[C:4]([N+:9]([O-:11])=[O:10])[CH:3]=1. The catalyst class is: 30. (6) Reactant: [C:1]([NH:5][C@@H:6]1[C@H:10]([NH:11][C:12]2[N:21]=[CH:20][C:19]3[C:14](=[CH:15][CH:16]=[C:17]([C:22]4[C:27]([Cl:28])=[C:26]([O:29][CH3:30])[CH:25]=[C:24]([O:31][CH3:32])[C:23]=4[Cl:33])[CH:18]=3)[N:13]=2)[CH2:9][N:8](C(OC(C)(C)C)=O)[CH2:7]1)(=[O:4])[CH:2]=[CH2:3].C(O)(C(F)(F)F)=O. Product: [Cl:28][C:27]1[C:26]([O:29][CH3:30])=[CH:25][C:24]([O:31][CH3:32])=[C:23]([Cl:33])[C:22]=1[C:17]1[CH:18]=[C:19]2[C:14](=[CH:15][CH:16]=1)[N:13]=[C:12]([NH:11][C@@H:10]1[CH2:9][NH:8][CH2:7][C@@H:6]1[NH:5][C:1](=[O:4])[CH:2]=[CH2:3])[N:21]=[CH:20]2. The catalyst class is: 2. (7) Reactant: [NH2:1][CH2:2][C:3]1[C:4]([CH3:11])=[CH:5][C:6]([NH2:10])=[N:7][C:8]=1[CH3:9].[Cl:12][C:13]1[CH:14]=[N:15][C:16]2[C:21]([CH:22]=1)=[CH:20][C:19]([CH2:23][C:24]1[CH:25]=[C:26]([CH:30]=[CH:31][N:32]=1)[C:27](O)=[O:28])=[CH:18][C:17]=2[C:33]([O:35][CH3:36])=[O:34].CN(C(ON1N=NC2C=CC=NC1=2)=[N+](C)C)C.F[P-](F)(F)(F)(F)F.CCN(CC)CC. Product: [NH2:10][C:6]1[N:7]=[C:8]([CH3:9])[C:3]([CH2:2][NH:1][C:27]([C:26]2[CH:30]=[CH:31][N:32]=[C:24]([CH2:23][C:19]3[CH:20]=[C:21]4[C:16](=[C:17]([C:33]([O:35][CH3:36])=[O:34])[CH:18]=3)[N:15]=[CH:14][C:13]([Cl:12])=[CH:22]4)[CH:25]=2)=[O:28])=[C:4]([CH3:11])[CH:5]=1. The catalyst class is: 3.